From a dataset of Forward reaction prediction with 1.9M reactions from USPTO patents (1976-2016). Predict the product of the given reaction. (1) Given the reactants Cl[C:2]1[N:10]=[C:9]([CH3:11])[CH:8]=[CH:7][C:3]=1[C:4]([OH:6])=[O:5].C(=O)([O-])[O-].[Cs+].[Cs+].[NH:18]1[CH:22]=[CH:21][N:20]=[N:19]1.CN[C@@H]1CCCC[C@H]1NC, predict the reaction product. The product is: [CH3:11][C:9]1[CH:8]=[CH:7][C:3]([C:4]([OH:6])=[O:5])=[C:2]([N:19]2[N:20]=[CH:21][CH:22]=[N:18]2)[N:10]=1. (2) Given the reactants [Br:1][C:2]1[C:7](=[O:8])[N:6]([CH:9]([CH2:15][C:16]2[CH:21]=[CH:20][N:19]=[CH:18][CH:17]=2)[C:10]([O:12]CC)=[O:11])[N:5]=[CH:4][C:3]=1[NH:22][C@@H:23]1[CH2:28][C@@H:27]2[CH2:29][C@@H:25]([C:26]2([CH3:31])[CH3:30])[C@H:24]1[CH3:32].[OH-].[Na+].Cl, predict the reaction product. The product is: [Br:1][C:2]1[C:7](=[O:8])[N:6]([CH:9]([CH2:15][C:16]2[CH:17]=[CH:18][N:19]=[CH:20][CH:21]=2)[C:10]([OH:12])=[O:11])[N:5]=[CH:4][C:3]=1[NH:22][C@@H:23]1[CH2:28][C@@H:27]2[CH2:29][C@@H:25]([C:26]2([CH3:31])[CH3:30])[C@H:24]1[CH3:32]. (3) Given the reactants [C:1]([O:5][C:6]([NH:8][C:9]1[S:10][CH:11]=[C:12]([CH2:14][CH2:15][N:16]([C:24]2[CH:29]=[CH:28][C:27]([N+:30]([O-])=O)=[CH:26][CH:25]=2)[C:17](=[O:23])[O:18][C:19]([CH3:22])([CH3:21])[CH3:20])[N:13]=1)=[O:7])([CH3:4])([CH3:3])[CH3:2].[H][H], predict the reaction product. The product is: [NH2:30][C:27]1[CH:28]=[CH:29][C:24]([N:16]([C:17]([O:18][C:19]([CH3:22])([CH3:21])[CH3:20])=[O:23])[CH2:15][CH2:14][C:12]2[N:13]=[C:9]([NH:8][C:6](=[O:7])[O:5][C:1]([CH3:4])([CH3:3])[CH3:2])[S:10][CH:11]=2)=[CH:25][CH:26]=1. (4) Given the reactants [CH2:1]([O:3][C:4]([C:6]1[N:7]=[CH:8][C:9]2[C:14]([C:15]=1[OH:16])=[CH:13][CH:12]=[C:11]([O:17][C:18]1[CH:23]=[CH:22][C:21]([F:24])=[CH:20][C:19]=1[Cl:25])[CH:10]=2)=[O:5])[CH3:2].C1C(=O)N([Br:33])C(=O)C1, predict the reaction product. The product is: [CH2:1]([O:3][C:4]([C:6]1[N:7]=[C:8]([Br:33])[C:9]2[C:14]([C:15]=1[OH:16])=[CH:13][CH:12]=[C:11]([O:17][C:18]1[CH:23]=[CH:22][C:21]([F:24])=[CH:20][C:19]=1[Cl:25])[CH:10]=2)=[O:5])[CH3:2]. (5) Given the reactants [CH2:1]([N:8]1[CH2:12][C@H:11]([CH3:13])[C@@H:10]([C:14]([OH:16])=O)[CH2:9]1)[C:2]1[CH:7]=[CH:6][CH:5]=[CH:4][CH:3]=1.[CH:17]1([NH2:20])[CH2:19][CH2:18]1.Cl.C(N=C=NCCCN(C)C)C, predict the reaction product. The product is: [CH2:1]([N:8]1[CH2:12][C@H:11]([CH3:13])[C@@H:10]([C:14]([NH:20][CH:17]2[CH2:19][CH2:18]2)=[O:16])[CH2:9]1)[C:2]1[CH:3]=[CH:4][CH:5]=[CH:6][CH:7]=1. (6) Given the reactants [Cl:1][C:2]1[CH:3]=[C:4]([C:7]([OH:9])=[O:8])[NH:5][CH:6]=1.O[N:11]1[C:15](=[O:16])[CH2:14][CH2:13][C:12]1=[O:17].C1CCC(N=C=NC2CCCCC2)CC1, predict the reaction product. The product is: [Cl:1][C:2]1[CH:3]=[C:4]([C:7]([O:9][N:11]2[C:15](=[O:16])[CH2:14][CH2:13][C:12]2=[O:17])=[O:8])[NH:5][CH:6]=1. (7) Given the reactants [C:1]([O:5][C:6]([NH:8][C@@H:9]1[CH2:13][CH2:12][N:11]([C:14]([O:16][CH:17]2[CH:24]3[CH2:25][CH:20]4[CH2:21][CH:22]([CH2:26][CH:18]2[CH2:19]4)[CH2:23]3)=[O:15])[CH2:10]1)=[O:7])([CH3:4])([CH3:3])[CH3:2].[CH3:27]I.[H-].[Na+].Cl, predict the reaction product. The product is: [C:1]([O:5][C:6]([N:8]([CH3:27])[CH:9]1[CH2:13][CH2:12][N:11]([C:14]([O:16][CH:17]2[CH:18]3[CH2:19][CH:20]4[CH2:21][CH:22]([CH2:23][CH:24]2[CH2:25]4)[CH2:26]3)=[O:15])[CH2:10]1)=[O:7])([CH3:4])([CH3:2])[CH3:3].[CH2:2]([O:5][C:6]([NH:8][C@@H:9]1[CH2:13][CH2:12][N:11]([C:14]([O:16][CH:17]2[CH:24]3[CH2:23][CH:22]4[CH2:21][CH:20]([CH2:19][CH:18]2[CH2:26]4)[CH2:25]3)=[O:15])[CH2:10]1)=[O:7])[CH:1]([CH3:4])[CH3:3]. (8) The product is: [NH2:1][C:2]1[N:6]([CH3:7])[C:5](=[O:8])[C:4]([C:9]2[CH:14]=[CH:13][C:12]([O:15][CH:16]([F:18])[F:17])=[C:11]([CH2:19][CH3:20])[CH:10]=2)([C:21]2[CH:26]=[CH:25][C:24]([F:27])=[C:23]([C:38]#[C:37][CH:34]([CH3:36])[CH3:35])[CH:22]=2)[N:3]=1. Given the reactants [NH2:1][C:2]1[N:6]([CH3:7])[C:5](=[O:8])[C:4]([C:21]2[CH:26]=[CH:25][C:24]([F:27])=[C:23](Br)[CH:22]=2)([C:9]2[CH:14]=[CH:13][C:12]([O:15][CH:16]([F:18])[F:17])=[C:11]([CH2:19][CH3:20])[CH:10]=2)[N:3]=1.N1CCCC1.[CH:34]([C:37]#[CH:38])([CH3:36])[CH3:35], predict the reaction product. (9) Given the reactants CO[C:3](=[O:20])[C:4]([C:9](=[O:19])[C:10]1[CH:15]=[CH:14][C:13]([O:16][CH3:17])=[C:12]([CH3:18])[CH:11]=1)=[CH:5]OCC.[NH2:21][C:22]1[CH:23]=[N:24][CH:25]=[CH:26][CH:27]=1.C1(OC2C=CC=CC=2)C=CC=CC=1, predict the reaction product. The product is: [CH3:17][O:16][C:13]1[CH:14]=[CH:15][C:10]([C:9]([C:4]2[C:3](=[O:20])[C:23]3[C:22](=[CH:27][CH:26]=[CH:25][N:24]=3)[NH:21][CH:5]=2)=[O:19])=[CH:11][C:12]=1[CH3:18].